Dataset: Forward reaction prediction with 1.9M reactions from USPTO patents (1976-2016). Task: Predict the product of the given reaction. (1) Given the reactants [CH3:1][C:2]1[C:7]([O:8][C:9]2[CH:14]=[CH:13][N:12]=[C:11]([C:15]3[CH:20]=[CH:19][C:18]([CH:21]4[CH2:26][CH2:25][N:24]([CH3:27])[CH2:23][CH2:22]4)=[CH:17][CH:16]=3)[CH:10]=2)=[CH:6][CH:5]=[C:4]([N+:28]([O-])=O)[N:3]=1, predict the reaction product. The product is: [CH3:1][C:2]1[N:3]=[C:4]([NH2:28])[CH:5]=[CH:6][C:7]=1[O:8][C:9]1[CH:14]=[CH:13][N:12]=[C:11]([C:15]2[CH:20]=[CH:19][C:18]([CH:21]3[CH2:26][CH2:25][N:24]([CH3:27])[CH2:23][CH2:22]3)=[CH:17][CH:16]=2)[CH:10]=1. (2) Given the reactants [C:1]([O:5][C:6](=[O:9])[CH2:7][NH2:8])([CH3:4])([CH3:3])[CH3:2].[CH:10]1([C:13]([CH3:18])([CH3:17])[CH2:14][CH:15]=O)[CH2:12][CH2:11]1, predict the reaction product. The product is: [C:1]([O:5][C:6](=[O:9])[CH2:7]/[N:8]=[CH:15]/[CH2:14][C:13]([CH:10]1[CH2:12][CH2:11]1)([CH3:18])[CH3:17])([CH3:4])([CH3:3])[CH3:2]. (3) Given the reactants [CH3:1][C:2]1[O:6][N:5]=[C:4]([C:7]2[CH:12]=[CH:11][CH:10]=[CH:9][N:8]=2)[C:3]=1[CH2:13][O:14][C:15]1[CH:16]=[CH:17][C:18]([C:21]([OH:23])=O)=[N:19][CH:20]=1.Cl.Cl.[CH3:26][N:27]1[CH:31]=[C:30]([NH2:32])[CH:29]=[N:28]1, predict the reaction product. The product is: [CH3:26][N:27]1[CH:31]=[C:30]([NH:32][C:21]([C:18]2[CH:17]=[CH:16][C:15]([O:14][CH2:13][C:3]3[C:4]([C:7]4[CH:12]=[CH:11][CH:10]=[CH:9][N:8]=4)=[N:5][O:6][C:2]=3[CH3:1])=[CH:20][N:19]=2)=[O:23])[CH:29]=[N:28]1. (4) Given the reactants [CH2:1]([O:5][CH2:6][CH2:7][C:8]1[CH:16]=[CH:15][CH:14]=[C:10]([C:11]([OH:13])=[O:12])[C:9]=1[C:17]([OH:19])=[O:18])[CH2:2][CH2:3][CH3:4].C(N(CC)CC)C.[N+]([O-])([O-])=O.[Nd+3:31].[N+]([O-])([O-])=O.[N+]([O-])([O-])=O, predict the reaction product. The product is: [Nd:31].[CH2:1]([O:5][CH2:6][CH2:7][C:8]1[CH:16]=[CH:15][CH:14]=[C:10]([C:11]([OH:13])=[O:12])[C:9]=1[C:17]([OH:19])=[O:18])[CH2:2][CH2:3][CH3:4]. (5) Given the reactants [Cl:1][C:2]1[CH:3]=[C:4]([C@H:9]([CH2:21][CH:22]=O)[CH2:10][N:11]([CH3:20])[C:12](=[O:19])[C:13]2[CH:18]=[CH:17][CH:16]=[CH:15][CH:14]=2)[CH:5]=[CH:6][C:7]=1[Cl:8].[N:24]1([C:30]([C:32]2([N:38]3[CH2:43][CH2:42][CH2:41][CH2:40][CH2:39]3)[CH2:37][CH2:36][NH:35][CH2:34][CH2:33]2)=[O:31])[CH2:29][CH2:28][CH2:27][CH2:26][CH2:25]1.C1(N)C(F)=C(F)C(F)=C(N)C=1F.Cl.Cl.C(O)(=O)C.C(O[BH-](OC(=O)C)OC(=O)C)(=O)C.[Na+], predict the reaction product. The product is: [Cl:1][C:2]1[CH:3]=[C:4]([C@H:9]([CH2:21][CH2:22][N:35]2[CH2:36][CH2:37][C:32]([C:30]([N:24]3[CH2:25][CH2:26][CH2:27][CH2:28][CH2:29]3)=[O:31])([N:38]3[CH2:39][CH2:40][CH2:41][CH2:42][CH2:43]3)[CH2:33][CH2:34]2)[CH2:10][N:11]([CH3:20])[C:12](=[O:19])[C:13]2[CH:14]=[CH:15][CH:16]=[CH:17][CH:18]=2)[CH:5]=[CH:6][C:7]=1[Cl:8]. (6) Given the reactants [F:1][C:2]([F:23])([F:22])[C:3]1[CH:8]=[CH:7][C:6]([NH:9][C:10]2[C:11]3[CH2:21][CH2:20][NH:19][CH2:18][C:12]=3[N:13]=[C:14]([S:16][CH3:17])[N:15]=2)=[CH:5][CH:4]=1.Cl[C:25]1[C:30]([S:31]([CH3:34])(=[O:33])=[O:32])=[CH:29][CH:28]=[CH:27][N:26]=1.C(N(CC)C(C)C)(C)C, predict the reaction product. The product is: [F:23][C:2]([F:22])([F:1])[C:3]1[CH:8]=[CH:7][C:6]([NH:9][C:10]2[C:11]3[CH2:21][CH2:20][N:19]([C:25]4[C:30]([S:31]([CH3:34])(=[O:33])=[O:32])=[CH:29][CH:28]=[CH:27][N:26]=4)[CH2:18][C:12]=3[N:13]=[C:14]([S:16][CH3:17])[N:15]=2)=[CH:5][CH:4]=1.